This data is from Full USPTO retrosynthesis dataset with 1.9M reactions from patents (1976-2016). The task is: Predict the reactants needed to synthesize the given product. (1) Given the product [F:25][C:19]1[CH:20]=[CH:21][CH:22]=[C:23]([F:24])[C:18]=1[O:17][C:14]1[CH:13]=[CH:12][C:11]([C:10]2[C:3]3[C:4](=[N:5][CH:6]=[N:7][C:2]=3[NH2:1])[N:8]([C@@H:26]3[CH2:31][CH2:30][CH2:29][NH:28][CH2:27]3)[N:9]=2)=[CH:16][CH:15]=1, predict the reactants needed to synthesize it. The reactants are: [NH2:1][C:2]1[N:7]=[CH:6][N:5]=[C:4]2[N:8]([C@@H:26]3[CH2:31][CH2:30][CH2:29][N:28](C(OC(C)(C)C)=O)[CH2:27]3)[N:9]=[C:10]([C:11]3[CH:16]=[CH:15][C:14]([O:17][C:18]4[C:23]([F:24])=[CH:22][CH:21]=[CH:20][C:19]=4[F:25])=[CH:13][CH:12]=3)[C:3]=12.C(O)(C(F)(F)F)=O. (2) Given the product [C:1]([O:5][C:6](=[O:16])[CH2:7][N:8]([C:9]([O:11][C:12]([CH3:15])([CH3:14])[CH3:13])=[O:10])[CH2:30][C:29]([CH3:31])=[CH2:28])([CH3:3])([CH3:4])[CH3:2], predict the reactants needed to synthesize it. The reactants are: [C:1]([O:5][C:6](=[O:16])[CH2:7][NH:8][C:9]([O:11][C:12]([CH3:15])([CH3:14])[CH3:13])=[O:10])([CH3:4])([CH3:3])[CH3:2].C[Si](C)(C)[N-][Si](C)(C)C.[Na+].Br[CH2:28][C:29]([CH3:31])=[CH2:30]. (3) Given the product [CH3:8][C@@H:9]1[CH2:14][CH2:13][CH2:12][CH2:11][N:10]1[C:15]1[N:19]2[CH:20]=[C:21]([O:24][C@H:25]3[C:34]4[C:29](=[CH:30][CH:31]=[CH:32][CH:33]=4)[C@@H:28]([NH2:35])[CH2:27][CH2:26]3)[CH:22]=[CH:23][C:18]2=[N:17][N:16]=1, predict the reactants needed to synthesize it. The reactants are: C[C@@H]1CCCCN1.[CH3:8][C@H:9]1[CH2:14][CH2:13][CH2:12][CH2:11][N:10]1[C:15]1[N:19]2[CH:20]=[C:21]([O:24][C@H:25]3[C:34]4[C:29](=[CH:30][CH:31]=[CH:32][CH:33]=4)[C@@H:28]([NH2:35])[CH2:27][CH2:26]3)[CH:22]=[CH:23][C:18]2=[N:17][N:16]=1. (4) Given the product [CH2:1]([NH:13][C@H:14]1[CH2:19][CH2:18][C@H:17]([NH:20][C:21]2[CH:29]=[CH:28][C:24]([C:25]([NH2:27])=[O:26])=[C:23]([O:30][CH3:31])[CH:22]=2)[CH2:16][CH2:15]1)[C:2]1[CH:7]=[CH:6][CH:5]=[CH:4][CH:3]=1, predict the reactants needed to synthesize it. The reactants are: [CH:1](=O)[C:2]1[CH:7]=[CH:6][CH:5]=[CH:4][CH:3]=1.C(O)(=O)C.[NH2:13][C@H:14]1[CH2:19][CH2:18][C@H:17]([NH:20][C:21]2[CH:29]=[CH:28][C:24]([C:25]([NH2:27])=[O:26])=[C:23]([O:30][CH3:31])[CH:22]=2)[CH2:16][CH2:15]1.C([BH3-])#N.[Na+].[OH-].[Na+]. (5) Given the product [CH3:1][C:2]1[CH:7]=[C:6]([CH3:8])[CH:5]=[CH:4][C:3]=1[N:9]1[CH2:14][CH2:13][N:12]([C:15]([C:17]2[CH:22]=[CH:21][C:20]([N:26]3[CH2:27][CH2:28][O:24][C:25]3=[O:29])=[CH:19][CH:18]=2)=[O:16])[CH2:11][CH2:10]1, predict the reactants needed to synthesize it. The reactants are: [CH3:1][C:2]1[CH:7]=[C:6]([CH3:8])[CH:5]=[CH:4][C:3]=1[N:9]1[CH2:14][CH2:13][N:12]([C:15]([C:17]2[CH:22]=[CH:21][C:20](I)=[CH:19][CH:18]=2)=[O:16])[CH2:11][CH2:10]1.[O:24]1[CH2:28][CH2:27][NH:26][C:25]1=[O:29].